From a dataset of Forward reaction prediction with 1.9M reactions from USPTO patents (1976-2016). Predict the product of the given reaction. (1) Given the reactants [F:1][C:2]1[CH:8]=[CH:7][C:5]([NH2:6])=[C:4]([C:9]([F:12])([F:11])[F:10])[CH:3]=1.[N:13]([O-])=O.[Na+].[Cl:17][Sn]Cl.Cl.C(O)(C(F)(F)F)=O, predict the reaction product. The product is: [ClH:17].[F:1][C:2]1[CH:8]=[CH:7][C:5]([NH:6][NH2:13])=[C:4]([C:9]([F:10])([F:11])[F:12])[CH:3]=1. (2) Given the reactants [Br:1][C:2]1[CH:7]=[CH:6][C:5]([Cl:8])=[C:4]([CH2:9][C:10]2[CH:15]=[CH:14][C:13]([CH2:16]Br)=[CH:12][CH:11]=2)[CH:3]=1.[CH3:18][C:19]([O-:21])=[O:20].[Na+].O, predict the reaction product. The product is: [C:19]([O:21][CH2:16][C:13]1[CH:14]=[CH:15][C:10]([CH2:9][C:4]2[CH:3]=[C:2]([Br:1])[CH:7]=[CH:6][C:5]=2[Cl:8])=[CH:11][CH:12]=1)(=[O:20])[CH3:18]. (3) The product is: [Br:31][C:27]1[CH:26]=[C:25]([CH:30]=[CH:29][CH:28]=1)[CH2:24][N:17]1[C:18]2[CH:23]=[CH:22][CH:21]=[CH:20][C:19]=2[N:15]([CH2:14][CH2:13][CH2:12][O:11][C:7]2[CH:6]=[C:5]([CH:10]=[CH:9][CH:8]=2)[C:4]([OH:40])=[O:3])[C:16]1=[N:32][C:33]([O:35][C:36]([CH3:38])([CH3:39])[CH3:37])=[O:34]. Given the reactants C([O:3][C:4](=[O:40])[C:5]1[CH:10]=[CH:9][CH:8]=[C:7]([O:11][CH2:12][CH2:13][CH2:14][N:15]2[C:19]3[CH:20]=[CH:21][CH:22]=[CH:23][C:18]=3[N:17]([CH2:24][C:25]3[CH:30]=[CH:29][CH:28]=[C:27]([Br:31])[CH:26]=3)[C:16]2=[N:32][C:33]([O:35][C:36]([CH3:39])([CH3:38])[CH3:37])=[O:34])[CH:6]=1)C.O[Li].O, predict the reaction product. (4) Given the reactants [CH3:1][C:2]1[S:3][CH:4]=[CH:5][N:6]=1.[Li]CCCC.[C:12](OCC)(=[O:19])[C:13]1[CH:18]=[CH:17][CH:16]=[CH:15][CH:14]=1.CCOC(C)=O, predict the reaction product. The product is: [C:13]1([C:12](=[O:19])[CH2:1][C:2]2[S:3][CH:4]=[CH:5][N:6]=2)[CH:18]=[CH:17][CH:16]=[CH:15][CH:14]=1.